Dataset: Retrosynthesis with 50K atom-mapped reactions and 10 reaction types from USPTO. Task: Predict the reactants needed to synthesize the given product. Given the product CC(C)NC(=N)NS(=O)(=O)c1sc(Cl)cc1Br, predict the reactants needed to synthesize it. The reactants are: CC(C)NC(=N)N.O=S(=O)(Cl)c1sc(Cl)cc1Br.